From a dataset of Catalyst prediction with 721,799 reactions and 888 catalyst types from USPTO. Predict which catalyst facilitates the given reaction. (1) Reactant: [Cl:1][C:2]1[CH:7]=[CH:6][N:5]=[C:4]2[CH:8]=[C:9]([C:11]([O-:13])=O)[S:10][C:3]=12.[Li+].C(Cl)(=O)C(Cl)=O.Cl.[NH:22]1[CH2:25][CH2:24][CH2:23]1.CCN(C(C)C)C(C)C. Product: [N:22]1([C:11]([C:9]2[S:10][C:3]3[C:4](=[N:5][CH:6]=[CH:7][C:2]=3[Cl:1])[CH:8]=2)=[O:13])[CH2:25][CH2:24][CH2:23]1. The catalyst class is: 85. (2) Reactant: Br[C:2]1[CH:7]=[CH:6][CH:5]=[C:4]([N+:8]([O-:10])=[O:9])[CH:3]=1.[CH3:11][C:12]1[CH:17]=[CH:16][CH:15]=[C:14]([CH3:18])[C:13]=1B(O)O.O.[O-]P([O-])([O-])=O.[K+].[K+].[K+].C1(P(C2CCCCC2)C2C=CC=CC=2C2C(OC)=CC=CC=2OC)CCCCC1. Product: [CH3:11][C:12]1[CH:17]=[CH:16][CH:15]=[C:14]([CH3:18])[C:13]=1[C:2]1[CH:7]=[CH:6][CH:5]=[C:4]([N+:8]([O-:10])=[O:9])[CH:3]=1. The catalyst class is: 164. (3) Reactant: [C:9](O[C:9]([O:11][C:12]([CH3:15])([CH3:14])[CH3:13])=[O:10])([O:11][C:12]([CH3:15])([CH3:14])[CH3:13])=[O:10].Cl.[OH:17][C@@H:18]1[CH2:23][CH2:22][CH2:21][NH:20][CH2:19]1.C(=O)([O-])O.[Na+]. Product: [C:12]([O:11][C:9]([N:20]1[CH2:21][CH2:22][CH2:23][C@@H:18]([OH:17])[CH2:19]1)=[O:10])([CH3:13])([CH3:14])[CH3:15]. The catalyst class is: 5. (4) Reactant: C[O:2][C:3]([C:5]1[CH:9]=[CH:8][N:7]([C:10]2[CH:15]=[CH:14][CH:13]=[CH:12][CH:11]=2)[C:6]=1[C:16]1[CH:21]=[CH:20][CH:19]=[CH:18][CH:17]=1)=[O:4].[OH-].[Li+].[OH-].[Na+]. Product: [C:10]1([N:7]2[CH:8]=[CH:9][C:5]([C:3]([OH:4])=[O:2])=[C:6]2[C:16]2[CH:21]=[CH:20][CH:19]=[CH:18][CH:17]=2)[CH:11]=[CH:12][CH:13]=[CH:14][CH:15]=1. The catalyst class is: 353.